This data is from Forward reaction prediction with 1.9M reactions from USPTO patents (1976-2016). The task is: Predict the product of the given reaction. (1) Given the reactants [C:1]1([C@H:7]([NH:9][C:10]([C@H:12]2[CH2:17][CH2:16][C@H:15]([NH:18]C(=O)OC(C)(C)C)[CH2:14][CH2:13]2)=[O:11])[CH3:8])[CH:6]=[CH:5][CH:4]=[CH:3][CH:2]=1.C(Cl)[Cl:27], predict the reaction product. The product is: [ClH:27].[NH2:18][C@H:15]1[CH2:16][CH2:17][C@H:12]([C:10]([NH:9][C@@H:7]([C:1]2[CH:2]=[CH:3][CH:4]=[CH:5][CH:6]=2)[CH3:8])=[O:11])[CH2:13][CH2:14]1. (2) Given the reactants [CH2:1]([O:3][CH2:4][CH2:5][N:6]1[C:10]2[CH:11]=[CH:12][CH:13]=[CH:14][C:9]=2[N:8]=[C:7]1[N:15]1[CH2:21][CH2:20][CH2:19][N:18]([CH2:22][CH2:23][C@:24]2([C:40]3[CH:45]=[CH:44][CH:43]=[CH:42][CH:41]=3)[CH2:28][CH2:27][N:26]([C:29]([C:31]3[CH:36]=[C:35]([OH:37])[CH:34]=[CH:33][C:32]=3[O:38][CH3:39])=[O:30])[CH2:25]2)[CH2:17][CH2:16]1)[CH3:2].C(N(C(C)C)CC)(C)C.[CH3:55][S:56](Cl)(=[O:58])=[O:57], predict the reaction product. The product is: [CH2:1]([O:3][CH2:4][CH2:5][N:6]1[C:10]2[CH:11]=[CH:12][CH:13]=[CH:14][C:9]=2[N:8]=[C:7]1[N:15]1[CH2:21][CH2:20][CH2:19][N:18]([CH2:22][CH2:23][C@:24]2([C:40]3[CH:45]=[CH:44][CH:43]=[CH:42][CH:41]=3)[CH2:28][CH2:27][N:26]([C:29]([C:31]3[CH:36]=[C:35]([O:37][S:56]([CH3:55])(=[O:58])=[O:57])[CH:34]=[CH:33][C:32]=3[O:38][CH3:39])=[O:30])[CH2:25]2)[CH2:17][CH2:16]1)[CH3:2]. (3) Given the reactants [F:1][C:2]1([F:6])[CH2:5][NH:4][CH2:3]1.[Cl:7][C:8]1[CH:9]=[N:10][N:11]([C:13]2([C:16]3[NH:33][C:19]4=[N:20][C:21]([N:24]5[CH2:29][CH2:28][CH2:27][C@@H:26]([C:30](O)=[O:31])[CH2:25]5)=[CH:22][CH:23]=[C:18]4[N:17]=3)[CH2:15][CH2:14]2)[CH:12]=1.C(N(C(C)C)CC)(C)C.F[P-](F)(F)(F)(F)F.N1(OC(N(C)C)=[N+](C)C)C2N=CC=CC=2N=N1, predict the reaction product. The product is: [Cl:7][C:8]1[CH:9]=[N:10][N:11]([C:13]2([C:16]3[NH:33][C:19]4=[N:20][C:21]([N:24]5[CH2:29][CH2:28][CH2:27][C@@H:26]([C:30]([N:4]6[CH2:5][C:2]([F:6])([F:1])[CH2:3]6)=[O:31])[CH2:25]5)=[CH:22][CH:23]=[C:18]4[N:17]=3)[CH2:15][CH2:14]2)[CH:12]=1.